This data is from Full USPTO retrosynthesis dataset with 1.9M reactions from patents (1976-2016). The task is: Predict the reactants needed to synthesize the given product. (1) Given the product [Cl:37][C:34]1[CH:35]=[CH:36][C:31]([S:28]([NH:27][C:26]2[C:21]([C:19]([C:2]3[C:3]4[CH:4]=[N:5][NH:6][C:7]=4[N:8]=[CH:9][CH:10]=3)=[O:20])=[N:22][CH:23]=[C:24]([Cl:42])[CH:25]=2)(=[O:30])=[O:29])=[CH:32][C:33]=1[C:38]([F:39])([F:41])[F:40], predict the reactants needed to synthesize it. The reactants are: I[C:2]1[CH:10]=[CH:9][N:8]=[C:7]2[C:3]=1[CH:4]=[N:5][NH:6]2.C([Mg]Cl)(C)C.CON(C)[C:19]([C:21]1[C:26]([NH:27][S:28]([C:31]2[CH:36]=[CH:35][C:34]([Cl:37])=[C:33]([C:38]([F:41])([F:40])[F:39])[CH:32]=2)(=[O:30])=[O:29])=[CH:25][C:24]([Cl:42])=[CH:23][N:22]=1)=[O:20]. (2) Given the product [F:1][C:2]1[C:3]([CH3:17])=[CH:4][C:5]2[N:9]=[CH:8][N:7]([CH:10]3[CH2:11][CH2:12][N:13]([CH2:28][CH:23]4[CH2:22][C:21]5[C:25](=[CH:26][CH:27]=[C:19]([F:18])[CH:20]=5)[CH2:24]4)[CH2:14][CH2:15]3)[C:6]=2[CH:16]=1, predict the reactants needed to synthesize it. The reactants are: [F:1][C:2]1[C:3]([CH3:17])=[CH:4][C:5]2[N:9]=[CH:8][N:7]([CH:10]3[CH2:15][CH2:14][NH:13][CH2:12][CH2:11]3)[C:6]=2[CH:16]=1.[F:18][C:19]1[CH:20]=[C:21]2[C:25](=[CH:26][CH:27]=1)[CH2:24][CH:23]([CH:28]=O)[CH2:22]2.[BH3-]C#N.[Na+]. (3) Given the product [F:1][C:2]1[C:10]([C:11]2[CH:16]=[CH:15][CH:14]=[C:13]([F:17])[CH:12]=2)=[CH:9][C:8]([CH3:18])=[CH:7][C:3]=1[C:4]([NH:25][C:26]1[C:31]([CH3:32])=[CH:30][CH:29]=[C:28]([OH:33])[C:27]=1[CH3:34])=[O:6], predict the reactants needed to synthesize it. The reactants are: [F:1][C:2]1[C:10]([C:11]2[CH:16]=[CH:15][CH:14]=[C:13]([F:17])[CH:12]=2)=[CH:9][C:8]([CH3:18])=[CH:7][C:3]=1[C:4]([OH:6])=O.C(Cl)(C(Cl)=O)=O.[NH2:25][C:26]1[C:27]([CH3:34])=[C:28]([OH:33])[CH:29]=[CH:30][C:31]=1[CH3:32].C([O-])(O)=O.[Na+]. (4) Given the product [CH:1]1([C:4]2[C:5]([N:13]3[CH2:18][CH2:17][N:16]([C:19]([C:21]4[CH:22]=[CH:23][C:24]([N:27]5[C@H:31]([CH2:32][O:33][CH3:35])[CH2:30][O:29][C:28]5=[O:34])=[N:25][CH:26]=4)=[O:20])[CH2:15][CH2:14]3)=[N:6][CH:7]=[C:8]([CH:10]3[CH2:12][CH2:11]3)[CH:9]=2)[CH2:2][CH2:3]1, predict the reactants needed to synthesize it. The reactants are: [CH:1]1([C:4]2[C:5]([N:13]3[CH2:18][CH2:17][N:16]([C:19]([C:21]4[CH:22]=[CH:23][C:24]([N:27]5[C@H:31]([CH2:32][OH:33])[CH2:30][O:29][C:28]5=[O:34])=[N:25][CH:26]=4)=[O:20])[CH2:15][CH2:14]3)=[N:6][CH:7]=[C:8]([CH:10]3[CH2:12][CH2:11]3)[CH:9]=2)[CH2:3][CH2:2]1.[CH3:35]I. (5) Given the product [CH2:20]([CH:10]([C:7]1[C:4]2[S:5][CH:6]=[CH:2][C:3]=2[S:9][CH:8]=1)[CH2:11][CH2:12][CH2:13][CH2:14][CH2:15][CH2:16][CH2:17][CH2:18][CH3:19])[CH2:21][CH2:22][CH2:23][CH2:24][CH2:25][CH3:26], predict the reactants needed to synthesize it. The reactants are: Br[C:2]1[C:3]2[S:9][CH:8]=[C:7]([CH:10]([CH2:20][CH2:21][CH2:22][CH2:23][CH2:24][CH2:25][CH3:26])[CH2:11][CH2:12][CH2:13][CH2:14][CH2:15][CH2:16][CH2:17][CH2:18][CH3:19])[C:4]=2[S:5][CH:6]=1.[Li]CCCC.O. (6) Given the product [CH2:50]([O:49][C:47](=[O:48])[NH:45][C@@H:21]1[CH2:22][C@H:23]([C:25](=[O:44])[N:26]([CH:41]2[CH2:42][CH2:43]2)[CH2:27][C:28]2[CH:33]=[CH:32][C:31]([CH3:34])=[C:30]([O:35][CH2:36][CH2:37][CH2:38][O:39][CH3:40])[CH:29]=2)[CH2:24][NH:19][CH2:20]1)[CH:51]([CH3:53])[CH3:52], predict the reactants needed to synthesize it. The reactants are: Cl.C1C2C(COC([N:19]3[CH2:24][C@@H:23]([C:25](=[O:44])[N:26]([CH:41]4[CH2:43][CH2:42]4)[CH2:27][C:28]4[CH:33]=[CH:32][C:31]([CH3:34])=[C:30]([O:35][CH2:36][CH2:37][CH2:38][O:39][CH3:40])[CH:29]=4)[CH2:22][C@@H:21]([NH2:45])[CH2:20]3)=O)C3C(=CC=CC=3)C=2C=CC=1.Cl[C:47]([O:49][CH2:50][CH:51]([CH3:53])[CH3:52])=[O:48]. (7) Given the product [NH:13]1[C:2]2[CH2:7][CH2:6][CH2:5][CH2:4][C:3]=2[C:8](=[O:10])[NH:16][C:14]1=[O:15], predict the reactants needed to synthesize it. The reactants are: O=[C:2]1[CH2:7][CH2:6][CH2:5][CH2:4][CH:3]1[C:8]([O:10]CC)=O.[NH2:13][C:14]([NH2:16])=[O:15].[OH-].[Na+]. (8) Given the product [CH2:33]([N:40]1[CH2:44][CH2:43][CH2:42][C@@H:41]1[CH2:45][O:46][C:2]1[N:3]=[C:4]([NH:13][C:14]2[CH:19]=[CH:18][C:17]([N:20]3[CH2:25][CH2:24][CH:23]([N:26]4[CH2:31][CH2:30][N:29]([CH3:32])[CH2:28][CH2:27]4)[CH2:22][CH2:21]3)=[CH:16][CH:15]=2)[C:5]([C:10]([NH2:12])=[O:11])=[N:6][C:7]=1[CH2:8][CH3:9])[C:34]1[CH:39]=[CH:38][CH:37]=[CH:36][CH:35]=1, predict the reactants needed to synthesize it. The reactants are: Cl[C:2]1[N:3]=[C:4]([NH:13][C:14]2[CH:19]=[CH:18][C:17]([N:20]3[CH2:25][CH2:24][CH:23]([N:26]4[CH2:31][CH2:30][N:29]([CH3:32])[CH2:28][CH2:27]4)[CH2:22][CH2:21]3)=[CH:16][CH:15]=2)[C:5]([C:10]([NH2:12])=[O:11])=[N:6][C:7]=1[CH2:8][CH3:9].[CH2:33]([N:40]1[CH2:44][CH2:43][CH2:42][C@@H:41]1[CH2:45][OH:46])[C:34]1[CH:39]=[CH:38][CH:37]=[CH:36][CH:35]=1.C1OCCOCCOCCOCCOCCOC1.CC(C)([O-])C.[K+]. (9) Given the product [NH:48]1[C:49]2[CH:50]=[C:60]([N:66]3[C@@H:11]([C:10]4[CH:13]=[CH:14][CH:15]=[C:8]([N:5]5[CH2:6][CH2:7][N:2]([CH3:1])[CH2:3][CH2:4]5)[CH:9]=4)[CH2:42][O:41][C:39]3=[O:40])[CH:61]=[CH:56][C:57]=2[N:63]=[CH:51]1, predict the reactants needed to synthesize it. The reactants are: [CH3:1][N:2]1[CH2:7][CH2:6][N:5]([C:8]2[CH:9]=[C:10]([CH:13]=[CH:14][CH:15]=2)[CH:11]=O)[CH2:4][CH2:3]1.[C-]#N.[K+].C(=O)([O-])[O-].[NH4+].[NH4+].[OH-].[Na+].S(Cl)(Cl)=O.[C:39](O[C:39]([O:41][C:42](C)(C)C)=[O:40])([O:41][C:42](C)(C)C)=[O:40].C([N:48]([CH2:51]C)[CH2:49][CH3:50])C.[BH4-].[Na+].N[C:56]1[CH:61]=[CH:60]C(Br)=C[C:57]=1[NH2:63].[F-].[Cs+].[NH2:66][C@@H]1CCCC[C@@H]1N.